From a dataset of Full USPTO retrosynthesis dataset with 1.9M reactions from patents (1976-2016). Predict the reactants needed to synthesize the given product. Given the product [NH2:7][C:16]1[S:17][C@:18]2([CH2:33][C:34]#[N:35])[C@H:20]([C@:21]([C:25]3[CH:30]=[C:29]([Br:31])[CH:28]=[CH:27][C:26]=3[F:32])([CH2:23][F:24])[N:22]=1)[CH2:19]2, predict the reactants needed to synthesize it. The reactants are: C(OC(=O)[N:7]([C:16]1[S:17][C@:18]2([CH2:33][C:34]#[N:35])[C@H:20]([C@:21]([C:25]3[CH:30]=[C:29]([Br:31])[CH:28]=[CH:27][C:26]=3[F:32])([CH2:23][F:24])[N:22]=1)[CH2:19]2)COCC[Si](C)(C)C)(C)(C)C.S(=O)(=O)(O)O.[OH-].[Na+].